From a dataset of Forward reaction prediction with 1.9M reactions from USPTO patents (1976-2016). Predict the product of the given reaction. (1) Given the reactants C(=O)([O-])[O-].[Cs+].[Cs+].[O:7]=[C:8]1[NH:17][CH:16]([C:18]2[CH:25]=[CH:24][C:21]([C:22]#[N:23])=[CH:20][CH:19]=2)[C:15]2[C:14](=[O:26])[CH2:13][CH2:12][CH2:11][C:10]=2[N:9]1[C:27]1[CH:32]=[CH:31][CH:30]=[C:29]([C:33]([F:36])([F:35])[F:34])[CH:28]=1.Br[CH:38]([CH3:43])[C:39]([O:41][CH3:42])=[O:40].O, predict the reaction product. The product is: [C:22]([C:21]1[CH:20]=[CH:19][C:18]([CH:16]2[C:15]3[C:14](=[O:26])[CH2:13][CH2:12][CH2:11][C:10]=3[N:9]([C:27]3[CH:32]=[CH:31][CH:30]=[C:29]([C:33]([F:36])([F:34])[F:35])[CH:28]=3)[C:8](=[O:7])[N:17]2[CH:38]([CH3:43])[C:39]([O:41][CH3:42])=[O:40])=[CH:25][CH:24]=1)#[N:23]. (2) Given the reactants Cl[C:2]1[C:11]2[C:6](=[CH:7][C:8]([O:16][CH2:17][CH3:18])=[C:9]([NH:12][C:13](=[O:15])[CH3:14])[CH:10]=2)[N:5]=[CH:4][C:3]=1[C:19]#[N:20].[CH2:21]([O:28][C:29]1[CH:34]=[CH:33][C:32]([NH2:35])=[CH:31][C:30]=1[Cl:36])[C:22]1[CH:27]=[CH:26][CH:25]=[CH:24][CH:23]=1.Cl.N1C=CC=CC=1, predict the reaction product. The product is: [CH2:21]([O:28][C:29]1[CH:34]=[CH:33][C:32]([NH:35][C:2]2[C:11]3[C:6](=[CH:7][C:8]([O:16][CH2:17][CH3:18])=[C:9]([NH:12][C:13](=[O:15])[CH3:14])[CH:10]=3)[N:5]=[CH:4][C:3]=2[C:19]#[N:20])=[CH:31][C:30]=1[Cl:36])[C:22]1[CH:23]=[CH:24][CH:25]=[CH:26][CH:27]=1. (3) Given the reactants [Cl:1][C:2]1[CH:19]=[C:18]([NH:20][C:21]2[CH:26]=[CH:25][C:24]([F:27])=[CH:23][C:22]=2[F:28])[CH:17]=[CH:16][C:3]=1[C:4]([C:6]1[CH:7]=[C:8]([CH:12]=[CH:13][C:14]=1[CH3:15])[C:9](O)=[O:10])=[O:5].[CH3:29][C:30]1[S:31][CH:32]=[C:33]([CH2:35][O:36][NH2:37])[N:34]=1, predict the reaction product. The product is: [Cl:1][C:2]1[CH:19]=[C:18]([NH:20][C:21]2[CH:26]=[CH:25][C:24]([F:27])=[CH:23][C:22]=2[F:28])[CH:17]=[CH:16][C:3]=1[C:4]([C:6]1[CH:7]=[C:8]([CH:12]=[CH:13][C:14]=1[CH3:15])[C:9]([NH:37][O:36][CH2:35][C:33]1[N:34]=[C:30]([CH3:29])[S:31][CH:32]=1)=[O:10])=[O:5]. (4) Given the reactants [C:1]1([OH:7])[CH:6]=[CH:5][CH:4]=[CH:3][CH:2]=1.CN(C)C=O.[H-].[Na+].Br[C:16]1[N:21]=[C:20]([O:22][CH2:23][C:24]2[C:29]([CH3:30])=[CH:28][CH:27]=[CH:26][C:25]=2[N:31]2[C:35](=[O:36])[N:34]([CH3:37])[N:33]=[N:32]2)[CH:19]=[CH:18][CH:17]=1, predict the reaction product. The product is: [CH3:37][N:34]1[C:35](=[O:36])[N:31]([C:25]2[CH:26]=[CH:27][CH:28]=[C:29]([CH3:30])[C:24]=2[CH2:23][O:22][C:20]2[CH:19]=[CH:18][CH:17]=[C:16]([O:7][C:1]3[CH:6]=[CH:5][CH:4]=[CH:3][CH:2]=3)[N:21]=2)[N:32]=[N:33]1. (5) Given the reactants [CH2:1]([O:3][C:4](=[O:19])[C:5]([O:8][C:9]1[CH:14]=[CH:13][C:12]([CH:15]([NH2:17])[CH3:16])=[CH:11][C:10]=1[CH3:18])([CH3:7])[CH3:6])[CH3:2].[CH:20]1([C:23]2[C:28]([C:29](O)=[O:30])=[CH:27][N:26]=[C:25]([C:32]3[CH:37]=[CH:36][CH:35]=[C:34]([C:38]([F:41])([F:40])[F:39])[CH:33]=3)[N:24]=2)[CH2:22][CH2:21]1, predict the reaction product. The product is: [CH2:1]([O:3][C:4](=[O:19])[C:5]([O:8][C:9]1[CH:14]=[CH:13][C:12]([CH:15]([NH:17][C:29]([C:28]2[C:23]([CH:20]3[CH2:22][CH2:21]3)=[N:24][C:25]([C:32]3[CH:37]=[CH:36][CH:35]=[C:34]([C:38]([F:40])([F:41])[F:39])[CH:33]=3)=[N:26][CH:27]=2)=[O:30])[CH3:16])=[CH:11][C:10]=1[CH3:18])([CH3:6])[CH3:7])[CH3:2]. (6) Given the reactants [CH3:1][O:2][C:3]1[CH:4]=[C:5]([CH2:10][C:11]#N)[CH:6]=[C:7]([CH3:9])[CH:8]=1.[OH-:13].[K+].[OH2:15].CC(O)C, predict the reaction product. The product is: [CH3:1][O:2][C:3]1[CH:4]=[C:5]([CH2:10][C:11]([OH:15])=[O:13])[CH:6]=[C:7]([CH3:9])[CH:8]=1.